Task: Regression. Given two drug SMILES strings and cell line genomic features, predict the synergy score measuring deviation from expected non-interaction effect.. Dataset: NCI-60 drug combinations with 297,098 pairs across 59 cell lines Drug 1: CN(C)N=NC1=C(NC=N1)C(=O)N. Drug 2: CC(C)CN1C=NC2=C1C3=CC=CC=C3N=C2N. Cell line: SF-295. Synergy scores: CSS=10.2, Synergy_ZIP=-2.27, Synergy_Bliss=0.417, Synergy_Loewe=1.52, Synergy_HSA=1.32.